This data is from Forward reaction prediction with 1.9M reactions from USPTO patents (1976-2016). The task is: Predict the product of the given reaction. (1) Given the reactants [CH:1]([C:3]1[CH:12]=[CH:11][C:6]([C:7]([O:9][CH3:10])=[O:8])=[CH:5][CH:4]=1)=O.[NH2:13][CH2:14][CH2:15][C:16]1[C:24]2[C:19](=[CH:20][CH:21]=[CH:22][CH:23]=2)[NH:18][CH:17]=1.[Cl:25][C:26]1[CH:31]=[CH:30][CH:29]=[CH:28][C:27]=1[C:32](=[O:41])/[CH:33]=[C:34](\[OH:40])/[C:35](OCC)=[O:36], predict the reaction product. The product is: [NH:18]1[C:19]2[C:24](=[CH:23][CH:22]=[CH:21][CH:20]=2)[C:16]([CH2:15][CH2:14][N:13]2[C:35](=[O:36])[C:34]([OH:40])=[C:33]([C:32](=[O:41])[C:27]3[CH:28]=[CH:29][CH:30]=[CH:31][C:26]=3[Cl:25])[CH:1]2[C:3]2[CH:12]=[CH:11][C:6]([C:7]([O:9][CH3:10])=[O:8])=[CH:5][CH:4]=2)=[CH:17]1. (2) Given the reactants Cl.C[N:3](C)CCCN=C=NCC.[C:13]([O:17][C:18]([NH:20][CH:21]([CH2:25][C:26]#[CH:27])[C:22](O)=[O:23])=[O:19])([CH3:16])([CH3:15])[CH3:14].ON1C2C=CC=CC=2N=N1.N, predict the reaction product. The product is: [C:13]([O:17][C:18](=[O:19])[NH:20][C@H:21]([C:22](=[O:23])[NH2:3])[CH2:25][C:26]#[CH:27])([CH3:16])([CH3:15])[CH3:14]. (3) Given the reactants [Cl:1][C:2]1[CH:7]=[CH:6][C:5]([CH:8]([OH:38])[C:9]2[C:10]([C:36]#[N:37])=[C:11]([C:25]3[CH:30]=[CH:29][N:28]=[C:27]([NH:31][C:32](=[O:35])[O:33][CH3:34])[CH:26]=3)[S:12][C:13]=2[C:14]2[N:18]=[CH:17][N:16](C3CCCCO3)[N:15]=2)=[CH:4][CH:3]=1.O1CCOCC1.Cl.O, predict the reaction product. The product is: [Cl:1][C:2]1[CH:3]=[CH:4][C:5]([CH:8]([OH:38])[C:9]2[C:10]([C:36]#[N:37])=[C:11]([C:25]3[CH:30]=[CH:29][N:28]=[C:27]([NH:31][C:32](=[O:35])[O:33][CH3:34])[CH:26]=3)[S:12][C:13]=2[C:14]2[NH:18][CH:17]=[N:16][N:15]=2)=[CH:6][CH:7]=1. (4) The product is: [CH3:1][S:2]([O:5][CH2:6][C@H:7]1[CH2:18][CH2:17][C:16]2[S:15][C:14]3[N:13]=[CH:12][N:11]=[C:10]([O:19][CH:20]4[CH2:25][CH2:24][CH:23]([N:30]5[CH2:31][CH2:32][NH:27][C:28](=[O:33])[CH2:29]5)[CH2:22][CH2:21]4)[C:9]=3[C:8]1=2)(=[O:4])=[O:3]. Given the reactants [CH3:1][S:2]([O:5][CH2:6][C@H:7]1[CH2:18][CH2:17][C:16]2[S:15][C:14]3[N:13]=[CH:12][N:11]=[C:10]([O:19][CH:20]4[CH2:25][CH2:24][C:23](=O)[CH2:22][CH2:21]4)[C:9]=3[C:8]1=2)(=[O:4])=[O:3].[NH:27]1[CH2:32][CH2:31][NH:30][CH2:29][C:28]1=[O:33].C(O)(=O)C.[Na]BCC(O)=O.C(OOC(=O)C)(=O)C, predict the reaction product. (5) Given the reactants [N:1]1([S:7]([N:10]2[CH2:15][CH2:14][O:13][C:12]3[N:16]=[CH:17][C:18]([C:20]([OH:22])=O)=[CH:19][C:11]2=3)(=[O:9])=[O:8])[CH2:6][CH2:5][CH2:4][CH2:3][CH2:2]1.C(Cl)(=O)C([Cl:26])=O.CN(C=O)C.CO, predict the reaction product. The product is: [N:1]1([S:7]([N:10]2[CH2:15][CH2:14][O:13][C:12]3[N:16]=[CH:17][C:18]([C:20]([Cl:26])=[O:22])=[CH:19][C:11]2=3)(=[O:9])=[O:8])[CH2:6][CH2:5][CH2:4][CH2:3][CH2:2]1. (6) The product is: [C:1]1([N:7]2[C:11]([CH:12]([OH:14])[CH3:13])=[CH:10][CH:9]=[N:8]2)[CH:2]=[CH:3][CH:4]=[CH:5][CH:6]=1. Given the reactants [C:1]1([N:7]2[CH:11]=[CH:10][CH:9]=[N:8]2)[CH:6]=[CH:5][CH:4]=[CH:3][CH:2]=1.[CH:12](=[O:14])[CH3:13], predict the reaction product. (7) Given the reactants [Cl:1][C:2]1[CH:7]=[CH:6][C:5]([CH:8]2[CH2:12][N:11]([C:13]([CH:15]3[CH2:20][CH2:19][NH:18][CH2:17][CH2:16]3)=[O:14])[CH2:10][CH:9]2[N:21]([CH3:36])[C:22](=[O:35])[C:23]2[CH:28]=[CH:27][C:26]([O:29][CH3:30])=[C:25]([C:31]([F:34])([F:33])[F:32])[CH:24]=2)=[CH:4][CH:3]=1.[CH3:37][C:38]([CH3:43])([CH3:42])[CH2:39][CH:40]=O, predict the reaction product. The product is: [Cl:1][C:2]1[CH:3]=[CH:4][C:5]([CH:8]2[CH2:12][N:11]([C:13]([CH:15]3[CH2:20][CH2:19][N:18]([CH2:40][CH2:39][C:38]([CH3:43])([CH3:42])[CH3:37])[CH2:17][CH2:16]3)=[O:14])[CH2:10][CH:9]2[N:21]([CH3:36])[C:22](=[O:35])[C:23]2[CH:28]=[CH:27][C:26]([O:29][CH3:30])=[C:25]([C:31]([F:33])([F:32])[F:34])[CH:24]=2)=[CH:6][CH:7]=1. (8) Given the reactants [CH:1]1([CH:4](O)[CH2:5][C:6]2[CH:11]=[CH:10][CH:9]=[CH:8][C:7]=2[N+:12]([O-:14])=[O:13])[CH2:3][CH2:2]1.S(Cl)([Cl:18])=O, predict the reaction product. The product is: [Cl:18][CH:4]([CH:1]1[CH2:3][CH2:2]1)[CH2:5][C:6]1[CH:11]=[CH:10][CH:9]=[CH:8][C:7]=1[N+:12]([O-:14])=[O:13].